This data is from Reaction yield outcomes from USPTO patents with 853,638 reactions. The task is: Predict the reaction yield, written as a fraction of the theoretical maximum amount of product (1.0 means a 100% yield; for example, 0.34 means a 34% yield). (1) The reactants are [CH:1]1([NH:7][C:8](=[O:16])[NH:9][CH2:10][CH2:11][CH2:12][C:13]([OH:15])=O)[CH2:6][CH2:5][CH2:4][CH2:3][CH2:2]1.C(N=C=NCCCN(C)C)C.C[O:29][C:30](=[O:41])[C@H:31]([CH2:33][C:34]1[CH:39]=[CH:38][C:37]([OH:40])=[CH:36][CH:35]=1)[NH2:32].C(N(C(C)C)CC)(C)C.[OH-].[Na+].Cl. The catalyst is CN(C=O)C.C(O)(=O)C.CO. The product is [CH:1]1([NH:7][C:8](=[O:16])[NH:9][CH2:10][CH2:11][CH2:12][C:13]([NH:32][CH:31]([CH2:33][C:34]2[CH:35]=[CH:36][C:37]([OH:40])=[CH:38][CH:39]=2)[C:30]([OH:41])=[O:29])=[O:15])[CH2:2][CH2:3][CH2:4][CH2:5][CH2:6]1. The yield is 0.180. (2) The reactants are [CH:1]1([CH2:4][NH:5][C:6]2[S:7][CH:8]=[C:9]([C:11]3[CH:18]=[CH:17][C:14]([C:15]#[N:16])=[CH:13][N:12]=3)[N:10]=2)[CH2:3][CH2:2]1.N.[H][H]. The catalyst is [Ni].CO. The product is [NH2:16][CH2:15][C:14]1[CH:13]=[N:12][C:11]([C:9]2[N:10]=[C:6]([NH:5][CH2:4][CH:1]3[CH2:3][CH2:2]3)[S:7][CH:8]=2)=[CH:18][CH:17]=1. The yield is 0.510. (3) The reactants are [CH:1]1([O:5][C:6]2[C:15](B3OC(C)(C)C(C)(C)O3)=[CH:14][CH:13]=[C:12]3[C:7]=2[CH2:8][CH2:9][C@H:10]([CH3:29])[N:11]3[C:25]([O:27][CH3:28])=[O:26])[CH2:4][CH2:3][CH2:2]1.[CH2:30]([N:37]1[CH2:42][CH2:41][CH:40]([N:43]2[C:47]([F:48])=[C:46](Br)[CH:45]=[N:44]2)[CH2:39][CH2:38]1)[C:31]1[CH:36]=[CH:35][CH:34]=[CH:33][CH:32]=1.P([O-])([O-])([O-])=O.[K+].[K+].[K+]. The catalyst is CC(C1C=C(C(C)C)C(C2C=CC=C(P(C3CCCCC3)C3CCCCC3)C=2)=C(C(C)C)C=1)C.C1C=[C-]C(C2C(N)=CC=CC=2)=CC=1.Cl[Pd+].O1CCOCC1.O. The product is [CH2:30]([N:37]1[CH2:42][CH2:41][CH:40]([N:43]2[C:47]([F:48])=[C:46]([C:15]3[C:6]([O:5][CH:1]4[CH2:2][CH2:3][CH2:4]4)=[C:7]4[C:12](=[CH:13][CH:14]=3)[N:11]([C:25]([O:27][CH3:28])=[O:26])[C@@H:10]([CH3:29])[CH2:9][CH2:8]4)[CH:45]=[N:44]2)[CH2:39][CH2:38]1)[C:31]1[CH:36]=[CH:35][CH:34]=[CH:33][CH:32]=1. The yield is 0.390. (4) The reactants are [Cl:1][C:2]1[C:3]([CH3:12])=N[N:5]([CH2:8][C:9](O)=O)[C:6]=1[CH3:7].N1C=CC=CC=1.[Cl:19][C:20]1[CH:21]=[C:22]([NH:32][C:33](=[O:44])[C:34]2[CH:39]=[CH:38][CH:37]=[C:36]([C:40]([F:43])([F:42])[F:41])[CH:35]=2)[C:23]([N:26]2[CH2:31][CH2:30][NH:29][CH2:28][CH2:27]2)=[N:24][CH:25]=1.CN(C)[CH:47]=[O:48]. No catalyst specified. The product is [Cl:19][C:20]1[CH:21]=[C:22]([NH:32][C:33](=[O:44])[C:34]2[CH:39]=[CH:38][CH:37]=[C:36]([C:40]([F:42])([F:43])[F:41])[CH:35]=2)[C:23]([N:26]2[CH2:31][CH2:30][N:29]([C:47](=[O:48])[CH2:9][CH:8]3[C:3]([CH3:12])=[C:2]([Cl:1])[C:6]([CH3:7])=[N:5]3)[CH2:28][CH2:27]2)=[N:24][CH:25]=1. The yield is 0.210.